From a dataset of Forward reaction prediction with 1.9M reactions from USPTO patents (1976-2016). Predict the product of the given reaction. Given the reactants [C:1]([NH:4][C:5]1[C:6]([Br:32])=[CH:7][C:8]([F:31])=[C:9]([NH:11]/[C:12](/[CH3:30])=[CH:13]\[C:14]([C:16]2[CH:21]=[CH:20][C:19]([C:22]3[C:23]([CH3:28])=[N:24][O:25][C:26]=3[CH3:27])=[CH:18][C:17]=2F)=[O:15])[CH:10]=1)(=[O:3])[CH3:2].C(=O)([O-])[O-].[K+].[K+].C(OCC)(=O)C.O, predict the reaction product. The product is: [C:1]([NH:4][C:5]1[C:6]([Br:32])=[CH:7][C:8]([F:31])=[C:9]([N:11]2[C:21]3[C:16](=[CH:17][CH:18]=[C:19]([C:22]4[C:23]([CH3:28])=[N:24][O:25][C:26]=4[CH3:27])[CH:20]=3)[C:14](=[O:15])[CH:13]=[C:12]2[CH3:30])[CH:10]=1)(=[O:3])[CH3:2].